Predict the reactants needed to synthesize the given product. From a dataset of Full USPTO retrosynthesis dataset with 1.9M reactions from patents (1976-2016). Given the product [F:38][C:31]1[CH:32]=[C:33]([C:34]#[N:35])[CH:36]=[CH:37][C:30]=1[C:2]1[CH:3]=[C:4]([C:9]2[N:13]3[CH:14]=[CH:15][C:16]([C:19]([OH:22])([CH3:21])[CH3:20])=[C:17]([F:18])[C:12]3=[N:11][CH:10]=2)[CH:5]=[CH:6][C:7]=1[F:8], predict the reactants needed to synthesize it. The reactants are: Cl[C:2]1[CH:3]=[C:4]([C:9]2[N:13]3[CH:14]=[CH:15][C:16]([C:19]([OH:22])([CH3:21])[CH3:20])=[C:17]([F:18])[C:12]3=[N:11][CH:10]=2)[CH:5]=[CH:6][C:7]=1[F:8].CC1(C)COB([C:30]2[CH:37]=[CH:36][C:33]([C:34]#[N:35])=[CH:32][C:31]=2[F:38])OC1.